From a dataset of Forward reaction prediction with 1.9M reactions from USPTO patents (1976-2016). Predict the product of the given reaction. (1) Given the reactants [C:1]([O:5][C:6]([NH:8][C@H:9]1[CH2:23][CH2:22][CH2:21][O:20][CH2:19][CH:18]=[CH:17][C@@H:16]2[CH2:24][C@@:15]2([C:25](O)=[O:26])[NH:14][C:13](=[O:28])[C@@H:12]2[CH2:29][C@@H:30]([O:32][C:33]([N:35]3[CH2:43][C:42]4[C:37](=[CH:38][CH:39]=[CH:40][C:41]=4[F:44])[CH2:36]3)=[O:34])[CH2:31][N:11]2[C:10]1=[O:45])=[O:7])([CH3:4])([CH3:3])[CH3:2].N1(C(N2C=CN=C2)=O)C=CN=C1.[CH:58]1([S:61]([NH2:64])(=[O:63])=[O:62])[CH2:60][CH2:59]1.C1CCN2C(=NCCC2)CC1.S([O-])(O)(=O)=O.[K+], predict the reaction product. The product is: [F:44][C:41]1[CH:40]=[CH:39][CH:38]=[C:37]2[C:42]=1[CH2:43][N:35]([C:33]([O:32][C@H:30]1[CH2:31][N:11]3[C@H:12]([C:13](=[O:28])[NH:14][C@:15]4([C:25](=[O:26])[NH:64][S:61]([CH:58]5[CH2:60][CH2:59]5)(=[O:63])=[O:62])[CH2:24][C@H:16]4[CH:17]=[CH:18][CH2:19][O:20][CH2:21][CH2:22][CH2:23][C@H:9]([NH:8][C:6]([O:5][C:1]([CH3:3])([CH3:4])[CH3:2])=[O:7])[C:10]3=[O:45])[CH2:29]1)=[O:34])[CH2:36]2. (2) Given the reactants [NH2:1][C:2]1[CH:3]=[C:4]([C:8]2[N:9]([CH3:20])[C:10]3[C:15]([C:16]=2[C:17]#[N:18])=[CH:14][CH:13]=[C:12]([Cl:19])[CH:11]=3)[CH:5]=[N:6][CH:7]=1.[H-].[Na+].CC(S(Cl)(=O)=O)C, predict the reaction product. The product is: [Cl:19][C:12]1[CH:11]=[C:10]2[C:15]([C:16]([C:17]#[N:18])=[C:8]([C:4]3[CH:3]=[C:2]([N:1]=[CH:8][N:9]([CH3:20])[CH3:10])[CH:7]=[N:6][CH:5]=3)[N:9]2[CH3:20])=[CH:14][CH:13]=1. (3) Given the reactants [Br:1][C:2]1[CH:7]=[CH:6][C:5]([NH:8][C:9]2[N:10]([CH3:19])[C:11](=[O:18])[CH:12]=[CH:13][C:14]=2[C:15]([OH:17])=O)=[C:4]([F:20])[CH:3]=1.[CH:21]([O:23][CH2:24][CH2:25][O:26][NH2:27])=[CH2:22], predict the reaction product. The product is: [CH:21]([O:23][CH2:24][CH2:25][O:26][NH:27][C:15]([C:14]1[CH:13]=[CH:12][C:11](=[O:18])[N:10]([CH3:19])[C:9]=1[NH:8][C:5]1[CH:6]=[CH:7][C:2]([Br:1])=[CH:3][C:4]=1[F:20])=[O:17])=[CH2:22]. (4) Given the reactants [Cl:1][C:2]1[CH:7]=[CH:6][C:5]([CH:8]([C:20]2[CH:25]=[CH:24][C:23]([CH2:26][OH:27])=[CH:22][CH:21]=2)[CH2:9][C:10]([C:12]2[CH:13]=[CH:14][C:15](=[O:19])[N:16]([CH3:18])[CH:17]=2)=O)=[C:4]([CH3:28])[CH:3]=1.Cl.[NH2:30][OH:31].C(=O)([O-])O.[Na+], predict the reaction product. The product is: [Cl:1][C:2]1[CH:7]=[CH:6][C:5]([CH:8]([C:20]2[CH:25]=[CH:24][C:23]([CH2:26][OH:27])=[CH:22][CH:21]=2)[CH2:9]/[C:10](/[C:12]2[CH:13]=[CH:14][C:15](=[O:19])[N:16]([CH3:18])[CH:17]=2)=[N:30]\[OH:31])=[C:4]([CH3:28])[CH:3]=1. (5) Given the reactants Br[C:2]1[N:6]2[CH:7]=[CH:8][N:9]=[C:10]([NH:11][CH:12]3[CH2:14][CH2:13]3)[C:5]2=[N:4][CH:3]=1.CC1(C)C(C)(C)OB([C:23]2[CH:28]=[CH:27][C:26]([NH:29][C:30](=[O:32])[CH3:31])=[CH:25][CH:24]=2)O1, predict the reaction product. The product is: [CH:12]1([NH:11][C:10]2[C:5]3[N:6]([C:2]([C:23]4[CH:28]=[CH:27][C:26]([NH:29][C:30](=[O:32])[CH3:31])=[CH:25][CH:24]=4)=[CH:3][N:4]=3)[CH:7]=[CH:8][N:9]=2)[CH2:14][CH2:13]1. (6) Given the reactants [OH:1][C:2]1[CH:3]=[CH:4][C:5]([NH:12][S:13]([C:16]2[CH:21]=[CH:20][C:19]([CH3:22])=[CH:18][CH:17]=2)(=[O:15])=[O:14])=[C:6]([CH:11]=1)[C:7]([O:9][CH3:10])=[O:8].[CH2:23]([NH:25][C:26]1[CH:31]=[C:30](F)[CH:29]=[CH:28][C:27]=1[N+:33]([O-:35])=[O:34])[CH3:24].C(=O)([O-])[O-].[K+].[K+], predict the reaction product. The product is: [CH3:10][O:9][C:7](=[O:8])[C:6]1[CH:11]=[C:2]([O:1][C:30]2[CH:29]=[CH:28][C:27]([N+:33]([O-:35])=[O:34])=[C:26]([NH:25][CH2:23][CH3:24])[CH:31]=2)[CH:3]=[CH:4][C:5]=1[NH:12][S:13]([C:16]1[CH:21]=[CH:20][C:19]([CH3:22])=[CH:18][CH:17]=1)(=[O:15])=[O:14]. (7) Given the reactants [CH2:1]([O:3][C:4](=[O:12])[C:5]1[CH:10]=[CH:9][C:8]([NH2:11])=[CH:7][CH:6]=1)[CH3:2].[C:13](O)(=[O:15])C.[OH2:17].[C:18]1(C)[CH:23]=[CH:22]C=[CH:20][CH:19]=1, predict the reaction product. The product is: [CH2:1]([O:3][C:4](=[O:12])[C:5]1[CH:10]=[CH:9][C:8]([N:11]=[C:18]([CH2:23][C:22]([O:15][CH3:13])=[O:17])[CH2:19][CH3:20])=[CH:7][CH:6]=1)[CH3:2]. (8) Given the reactants [CH:1]([C:4]1[C:5]2[CH:14]=[CH:13][CH:12]=[CH:11][C:6]=2[S:7][C:8]=1[CH:9]=[O:10])([CH3:3])[CH3:2].[Mn]([O-])(=O)(=O)=[O:16].[K+], predict the reaction product. The product is: [CH:1]([C:4]1[C:5]2[CH:14]=[CH:13][CH:12]=[CH:11][C:6]=2[S:7][C:8]=1[C:9]([OH:16])=[O:10])([CH3:3])[CH3:2]. (9) Given the reactants [OH-].[Na+].C1COCC1.[Cl:8][C:9]1[CH:10]=[CH:11][C:12]([CH2:31][NH:32][C:33]2[CH:38]=[CH:37][C:36]([C:39]3[CH:44]=[CH:43][C:42]([F:45])=[C:41]([F:46])[CH:40]=3)=[CH:35][CH:34]=2)=[C:13]([C:15]2[CH:16]=[CH:17][C:18]([C:21]([NH:23][CH2:24][CH2:25][C:26]([O:28]CC)=[O:27])=[O:22])=[N:19][CH:20]=2)[CH:14]=1.Cl, predict the reaction product. The product is: [Cl:8][C:9]1[CH:10]=[CH:11][C:12]([CH2:31][NH:32][C:33]2[CH:38]=[CH:37][C:36]([C:39]3[CH:44]=[CH:43][C:42]([F:45])=[C:41]([F:46])[CH:40]=3)=[CH:35][CH:34]=2)=[C:13]([C:15]2[CH:16]=[CH:17][C:18]([C:21]([NH:23][CH2:24][CH2:25][C:26]([OH:28])=[O:27])=[O:22])=[N:19][CH:20]=2)[CH:14]=1.